This data is from Full USPTO retrosynthesis dataset with 1.9M reactions from patents (1976-2016). The task is: Predict the reactants needed to synthesize the given product. (1) Given the product [C:37]([O:45][CH2:46][CH2:47][O:8][CH2:7][CH2:6][O:5][CH2:4][CH:3]([CH2:1][CH3:2])[CH2:9][CH2:10][CH2:11][CH3:12])(=[O:44])[C:38]1[CH:43]=[CH:42][CH:41]=[CH:40][CH:39]=1, predict the reactants needed to synthesize it. The reactants are: [CH2:1]([CH:3]([CH2:9][CH2:10][CH2:11][CH3:12])[CH2:4][O:5][CH2:6][CH2:7][OH:8])[CH3:2].C(C(CCCC)COCCOCCO)C.C(O)(=O)C1C=CC=CC=1.[C:37]([O:45][CH2:46][CH2:47]OCC(CC)CCCC)(=[O:44])[C:38]1[CH:43]=[CH:42][CH:41]=[CH:40][CH:39]=1. (2) Given the product [NH2:12][C:13]1[C:14]2[CH:29]=[C:28]([C:7]([C:1]3[CH:6]=[CH:5][CH:4]=[CH:3][CH:2]=3)=[CH2:8])[S:27][C:15]=2[N:16]=[C:17]([C:19]2[CH:20]=[C:21]([CH:24]=[CH:25][CH:26]=2)[C:22]#[N:23])[N:18]=1, predict the reactants needed to synthesize it. The reactants are: [C:1]1([C:7](B(O)O)=[CH2:8])[CH:6]=[CH:5][CH:4]=[CH:3][CH:2]=1.[NH2:12][C:13]1[C:14]2[CH:29]=[C:28](Br)[S:27][C:15]=2[N:16]=[C:17]([C:19]2[CH:20]=[C:21]([CH:24]=[CH:25][CH:26]=2)[C:22]#[N:23])[N:18]=1.BrC1SC2N=C(C3C=CC=CC=3)N=C(N)C=2C=1. (3) Given the product [CH3:22][O:23][C:24]1[CH:25]=[C:26]([C:32]([C:34]2[CH:44]=[CH:43][C:37]3[N:38]([CH3:42])[CH2:39][CH2:40][O:41][C:36]=3[CH:35]=2)=[CH:9][C:10]#[N:11])[CH:27]=[C:28]([O:30][CH3:31])[CH:29]=1, predict the reactants needed to synthesize it. The reactants are: C(OP([CH2:9][C:10]#[N:11])(=O)OCC)C.C[Si]([N-][Si](C)(C)C)(C)C.[Li+].[CH3:22][O:23][C:24]1[CH:25]=[C:26]([C:32]([C:34]2[CH:44]=[CH:43][C:37]3[N:38]([CH3:42])[CH2:39][CH2:40][O:41][C:36]=3[CH:35]=2)=O)[CH:27]=[C:28]([O:30][CH3:31])[CH:29]=1. (4) Given the product [F:18][C:15]([F:16])([F:17])[C@H:10]1[O:11][C@H:12]([CH3:14])[CH2:13][NH:8][CH2:9]1, predict the reactants needed to synthesize it. The reactants are: C([N:8]1[CH2:13][C@@H:12]([CH3:14])[O:11][C@H:10]([C:15]([F:18])([F:17])[F:16])[CH2:9]1)C1C=CC=CC=1.[H][H]. (5) Given the product [CH:14]([N:9]1[C:8]2[CH:13]=[C:4]([Br:3])[CH:5]=[CH:6][C:7]=2[O:11][C:10]1=[O:12])([C:15]1[CH:20]=[CH:19][CH:18]=[CH:17][CH:16]=1)[C:21]1[CH:26]=[CH:25][CH:24]=[CH:23][CH:22]=1, predict the reactants needed to synthesize it. The reactants are: [H-].[Na+].[Br:3][C:4]1[CH:5]=[CH:6][C:7]2[O:11][C:10](=[O:12])[NH:9][C:8]=2[CH:13]=1.[CH:14](Br)([C:21]1[CH:26]=[CH:25][CH:24]=[CH:23][CH:22]=1)[C:15]1[CH:20]=[CH:19][CH:18]=[CH:17][CH:16]=1. (6) The reactants are: [NH2:1][C:2]1[N:7]=[CH:6][N:5]=[C:4]2[N:8]([C@H:34]3[CH2:39][CH2:38][C@@H:37]([N:40]4[CH2:45][CH2:44][N:43]([CH3:46])[CH2:42][CH2:41]4)[CH2:36][CH2:35]3)[N:9]=[C:10]([C:11]3[CH:33]=[CH:32][C:14]([O:15][C:16]4[CH:23]=[CH:22][CH:21]=[C:20]([S:24][C:25]5[CH:30]=[CH:29][C:28]([CH3:31])=[CH:27][CH:26]=5)[C:17]=4[C:18]#[N:19])=[CH:13][CH:12]=3)[C:3]=12.[C:47]([OH:54])(=[O:53])/[CH:48]=[CH:49]\[C:50]([OH:52])=[O:51]. Given the product [C:47]([OH:54])(=[O:53])/[CH:48]=[CH:49]\[C:50]([OH:52])=[O:51].[C:47]([OH:54])(=[O:53])/[CH:48]=[CH:49]\[C:50]([OH:52])=[O:51].[C:47]([OH:54])(=[O:53])/[CH:48]=[CH:49]\[C:50]([OH:52])=[O:51].[NH2:1][C:2]1[N:7]=[CH:6][N:5]=[C:4]2[N:8]([C@H:34]3[CH2:39][CH2:38][C@@H:37]([N:40]4[CH2:41][CH2:42][N:43]([CH3:46])[CH2:44][CH2:45]4)[CH2:36][CH2:35]3)[N:9]=[C:10]([C:11]3[CH:12]=[CH:13][C:14]([O:15][C:16]4[CH:23]=[CH:22][CH:21]=[C:20]([S:24][C:25]5[CH:26]=[CH:27][C:28]([CH3:31])=[CH:29][CH:30]=5)[C:17]=4[C:18]#[N:19])=[CH:32][CH:33]=3)[C:3]=12, predict the reactants needed to synthesize it. (7) Given the product [NH:1]1[C:9]2[C:4](=[C:5]([N:10]3[CH2:15][CH2:14][N:13]([C:16]([O:18][C:19]([CH3:22])([CH3:21])[CH3:20])=[O:17])[CH2:12][CH2:11]3)[CH:6]=[CH:7][CH:8]=2)[CH:3]=[CH:2]1, predict the reactants needed to synthesize it. The reactants are: [NH:1]1[C:9]2[C:4](=[C:5]([N:10]3[CH2:15][CH2:14][NH:13][CH2:12][CH2:11]3)[CH:6]=[CH:7][CH:8]=2)[CH:3]=[CH:2]1.[C:16](O[C:16]([O:18][C:19]([CH3:22])([CH3:21])[CH3:20])=[O:17])([O:18][C:19]([CH3:22])([CH3:21])[CH3:20])=[O:17].[OH-].[Na+].O. (8) Given the product [C:44]([OH:57])(=[O:56])[CH:45]=[CH2:46].[NH2:24][C:25]([O:17][CH2:1][CH3:2])=[O:26], predict the reactants needed to synthesize it. The reactants are: [CH2:1]([OH:17])[CH2:2]CCCCCCCCCCCCCC.C(N=C=O)CCCCC[N:24]=[C:25]=[O:26].C1C=C(CN=C=O)C=C(CN=C=O)C=1.[C:44]([O-:57])(=[O:56])[CH2:45][CH2:46]CCCCCCCCC.C([Sn+2]CCCC)CCC.[C:44]([O-:57])(=[O:56])[CH2:45][CH2:46]CCCCCCCCC.COC1C=CC(O)=CC=1. (9) Given the product [I:1][C:2]1[C:10]([CH3:11])=[CH:9][CH:8]=[CH:7][C:3]=1[CH2:4][OH:5], predict the reactants needed to synthesize it. The reactants are: [I:1][C:2]1[C:10]([CH3:11])=[CH:9][CH:8]=[CH:7][C:3]=1[C:4](O)=[O:5].[H-].[Al+3].[Li+].[H-].[H-].[H-].